Dataset: Peptide-MHC class I binding affinity with 185,985 pairs from IEDB/IMGT. Task: Regression. Given a peptide amino acid sequence and an MHC pseudo amino acid sequence, predict their binding affinity value. This is MHC class I binding data. (1) The peptide sequence is ADLRFASEF. The MHC is HLA-B15:01 with pseudo-sequence HLA-B15:01. The binding affinity (normalized) is 0.368. (2) The peptide sequence is GETALALLLL. The MHC is HLA-B45:01 with pseudo-sequence HLA-B45:01. The binding affinity (normalized) is 0.302. (3) The peptide sequence is MGAGLVFPI. The MHC is BoLA-JSP.1 with pseudo-sequence BoLA-JSP.1. The binding affinity (normalized) is 0.379. (4) The peptide sequence is TLLNETAKV. The MHC is HLA-A02:01 with pseudo-sequence HLA-A02:01. The binding affinity (normalized) is 0.692. (5) The peptide sequence is YPTAWQSVG. The MHC is HLA-A24:02 with pseudo-sequence HLA-A24:02. The binding affinity (normalized) is 0. (6) The peptide sequence is RPQLGVGDV. The MHC is HLA-A03:01 with pseudo-sequence HLA-A03:01. The binding affinity (normalized) is 0.0847.